This data is from NCI-60 drug combinations with 297,098 pairs across 59 cell lines. The task is: Regression. Given two drug SMILES strings and cell line genomic features, predict the synergy score measuring deviation from expected non-interaction effect. (1) Synergy scores: CSS=0.186, Synergy_ZIP=1.53, Synergy_Bliss=3.03, Synergy_Loewe=-1.71, Synergy_HSA=-1.69. Cell line: KM12. Drug 1: C1=NC2=C(N=C(N=C2N1C3C(C(C(O3)CO)O)O)F)N. Drug 2: COC1=NC(=NC2=C1N=CN2C3C(C(C(O3)CO)O)O)N. (2) Drug 1: CN(C)C1=NC(=NC(=N1)N(C)C)N(C)C. Drug 2: CC1=C(C(=CC=C1)Cl)NC(=O)C2=CN=C(S2)NC3=CC(=NC(=N3)C)N4CCN(CC4)CCO. Cell line: HS 578T. Synergy scores: CSS=-0.0505, Synergy_ZIP=0.670, Synergy_Bliss=5.25, Synergy_Loewe=-15.0, Synergy_HSA=-3.16. (3) Synergy scores: CSS=20.1, Synergy_ZIP=-3.22, Synergy_Bliss=3.10, Synergy_Loewe=-10.5, Synergy_HSA=3.75. Drug 1: CCN(CC)CCCC(C)NC1=C2C=C(C=CC2=NC3=C1C=CC(=C3)Cl)OC. Drug 2: CC1=C(C(=O)C2=C(C1=O)N3CC4C(C3(C2COC(=O)N)OC)N4)N. Cell line: UACC-257. (4) Drug 1: CN(C)C1=NC(=NC(=N1)N(C)C)N(C)C. Drug 2: CN(CC1=CN=C2C(=N1)C(=NC(=N2)N)N)C3=CC=C(C=C3)C(=O)NC(CCC(=O)O)C(=O)O. Cell line: NCI-H226. Synergy scores: CSS=9.66, Synergy_ZIP=1.89, Synergy_Bliss=6.07, Synergy_Loewe=4.06, Synergy_HSA=4.92. (5) Drug 1: CCCS(=O)(=O)NC1=C(C(=C(C=C1)F)C(=O)C2=CNC3=C2C=C(C=N3)C4=CC=C(C=C4)Cl)F. Drug 2: C1CN1P(=S)(N2CC2)N3CC3. Cell line: SF-539. Synergy scores: CSS=13.4, Synergy_ZIP=-2.77, Synergy_Bliss=-4.13, Synergy_Loewe=-8.19, Synergy_HSA=-3.39. (6) Drug 1: C1CC(=O)NC(=O)C1N2CC3=C(C2=O)C=CC=C3N. Drug 2: CC1CCC2CC(C(=CC=CC=CC(CC(C(=O)C(C(C(=CC(C(=O)CC(OC(=O)C3CCCCN3C(=O)C(=O)C1(O2)O)C(C)CC4CCC(C(C4)OC)OCCO)C)C)O)OC)C)C)C)OC. Cell line: NCI-H322M. Synergy scores: CSS=19.7, Synergy_ZIP=4.24, Synergy_Bliss=6.46, Synergy_Loewe=-0.606, Synergy_HSA=7.19. (7) Drug 1: CC1=CC2C(CCC3(C2CCC3(C(=O)C)OC(=O)C)C)C4(C1=CC(=O)CC4)C. Drug 2: C(CCl)NC(=O)N(CCCl)N=O. Cell line: TK-10. Synergy scores: CSS=-2.73, Synergy_ZIP=3.80, Synergy_Bliss=5.88, Synergy_Loewe=-0.557, Synergy_HSA=1.16. (8) Drug 1: CC1C(C(CC(O1)OC2CC(CC3=C2C(=C4C(=C3O)C(=O)C5=C(C4=O)C(=CC=C5)OC)O)(C(=O)C)O)N)O.Cl. Drug 2: C1CCC(CC1)NC(=O)N(CCCl)N=O. Cell line: UACC62. Synergy scores: CSS=34.9, Synergy_ZIP=-12.0, Synergy_Bliss=1.27, Synergy_Loewe=3.19, Synergy_HSA=3.98. (9) Drug 1: CN(C)C1=NC(=NC(=N1)N(C)C)N(C)C. Drug 2: C1=CC(=CC=C1C#N)C(C2=CC=C(C=C2)C#N)N3C=NC=N3. Cell line: SK-MEL-28. Synergy scores: CSS=-8.93, Synergy_ZIP=3.30, Synergy_Bliss=-0.242, Synergy_Loewe=-5.49, Synergy_HSA=-5.02. (10) Drug 1: CS(=O)(=O)C1=CC(=C(C=C1)C(=O)NC2=CC(=C(C=C2)Cl)C3=CC=CC=N3)Cl. Drug 2: CCC1=C2CN3C(=CC4=C(C3=O)COC(=O)C4(CC)O)C2=NC5=C1C=C(C=C5)O. Cell line: SK-MEL-5. Synergy scores: CSS=23.0, Synergy_ZIP=1.30, Synergy_Bliss=2.89, Synergy_Loewe=-32.8, Synergy_HSA=-0.245.